This data is from Reaction yield outcomes from USPTO patents with 853,638 reactions. The task is: Predict the reaction yield, written as a fraction of the theoretical maximum amount of product (1.0 means a 100% yield; for example, 0.34 means a 34% yield). (1) The reactants are [CH3:1][C:2]([NH:4][C@@H:5]1[C:15]2[CH:16]=[C:17]([O:20]P(O)(O)=O)[CH:18]=[CH:19][C:14]=2[C:13]2[C:8](=[CH:9][C:10]([O:29][CH3:30])=[C:11]([O:27][CH3:28])[C:12]=2[O:25][CH3:26])[CH2:7][CH2:6]1)=[O:3].C1(O)C=CC=CC=1.CC(N[C@@H]1C2C=C([C:57]([O:59][CH3:60])=O)C=CC=2C2C(=CC(OC)=C(OC)C=2OC)CC1)=O. No catalyst specified. The product is [CH3:1][C:2]([NH:4][C@@H:5]1[C:15]2[C:14](=[CH:19][CH:18]=[C:57]([O:59][CH3:60])[C:17]([CH:16]=2)=[O:20])[C:13]2[C:12]([O:25][CH3:26])=[C:11]([O:27][CH3:28])[C:10]([O:29][CH3:30])=[CH:9][C:8]=2[CH2:7][CH2:6]1)=[O:3]. The yield is 0.750. (2) The reactants are [Cl:1][C:2]1[CH:7]=[CH:6][CH:5]=[C:4]([Cl:8])[C:3]=1[C:9]1[S:10][CH:11]=[C:12](/[CH:14]=[CH:15]/[C:16]([O:18]C)=[O:17])[N:13]=1.[OH-].[Li+]. The catalyst is CO.O. The product is [Cl:8][C:4]1[CH:5]=[CH:6][CH:7]=[C:2]([Cl:1])[C:3]=1[C:9]1[S:10][CH:11]=[C:12](/[CH:14]=[CH:15]/[C:16]([OH:18])=[O:17])[N:13]=1. The yield is 0.940. (3) The reactants are [C:1]([O:5][C:6]([N:8]1[CH2:13][CH2:12][C:11](=O)[CH2:10][CH2:9]1)=[O:7])([CH3:4])([CH3:3])[CH3:2].[Cl:15][C:16]1[CH:22]=[CH:21][CH:20]=[CH:19][C:17]=1[NH2:18].C(O)(=O)C.C(O[BH-](OC(=O)C)OC(=O)C)(=O)C.[Na+].[OH-].[Na+]. The catalyst is CC.C(Cl)CCl. The product is [C:1]([O:5][C:6]([N:8]1[CH2:13][CH2:12][CH:11]([NH:18][C:17]2[CH:19]=[CH:20][CH:21]=[CH:22][C:16]=2[Cl:15])[CH2:10][CH2:9]1)=[O:7])([CH3:4])([CH3:3])[CH3:2]. The yield is 0.0820. (4) The reactants are [C:1](=[O:17])([O:15][CH3:16])[O:2][C:3]1[CH:8]=[CH:7][C:6]([F:9])=[CH:5][C:4]=1[CH:10]1[CH2:14][CH2:13][CH2:12][CH2:11]1.OS(O)(=O)=O.[N+:23]([O-])([O-:25])=[O:24].[K+]. No catalyst specified. The product is [C:1](=[O:17])([O:15][CH3:16])[O:2][C:3]1[CH:8]=[C:7]([N+:23]([O-:25])=[O:24])[C:6]([F:9])=[CH:5][C:4]=1[CH:10]1[CH2:14][CH2:13][CH2:12][CH2:11]1. The yield is 0.770. (5) The reactants are [NH2:1][C:2]1[CH:7]=[CH:6][CH:5]=[CH:4][C:3]=1[NH:8][C:9]1[N:17]=[C:16]2[C:12]([N:13]=[C:14]([CH2:19][N:20]3[CH2:25][CH2:24][CH:23]([C:26]([OH:29])([CH3:28])[CH3:27])[CH2:22][CH2:21]3)[N:15]2[CH3:18])=[C:11]([N:30]2[CH2:35][CH2:34][O:33][CH2:32][CH2:31]2)[N:10]=1.[N:36]#[C:37]Br. The catalyst is C(O)C. The product is [NH2:36][C:37]1[N:8]([C:9]2[N:17]=[C:16]3[C:12]([N:13]=[C:14]([CH2:19][N:20]4[CH2:21][CH2:22][CH:23]([C:26]([OH:29])([CH3:28])[CH3:27])[CH2:24][CH2:25]4)[N:15]3[CH3:18])=[C:11]([N:30]3[CH2:31][CH2:32][O:33][CH2:34][CH2:35]3)[N:10]=2)[C:3]2[CH:4]=[CH:5][CH:6]=[CH:7][C:2]=2[N:1]=1. The yield is 0.0780. (6) The reactants are [H-].[Na+].[O-:3][CH2:4][CH3:5].[Na+].[Cl:7][C:8]1[C:9]([C:40]([NH2:42])=[O:41])=[N:10][CH:11]=[CH:12][C:13]=1[O:14][C:15]1[CH:20]=[CH:19][C:18]([NH:21][C:22]([C:24]2[C:25](=[O:38])[N:26]([C:31]3[CH:36]=[CH:35][C:34]([F:37])=[CH:33][CH:32]=3)[CH:27]=[CH:28][C:29]=2I)=[O:23])=[CH:17][C:16]=1[F:39]. The catalyst is C1COCC1.CCO. The product is [Cl:7][C:8]1[C:9]([C:40]([NH2:42])=[O:41])=[N:10][CH:11]=[CH:12][C:13]=1[O:14][C:15]1[CH:20]=[CH:19][C:18]([NH:21][C:22]([C:24]2[C:25](=[O:38])[N:26]([C:31]3[CH:36]=[CH:35][C:34]([F:37])=[CH:33][CH:32]=3)[CH:27]=[CH:28][C:29]=2[O:3][CH2:4][CH3:5])=[O:23])=[CH:17][C:16]=1[F:39]. The yield is 0.950.